This data is from Catalyst prediction with 721,799 reactions and 888 catalyst types from USPTO. The task is: Predict which catalyst facilitates the given reaction. (1) Reactant: [Cl:1][C:2]1[CH:3]=[C:4]([C@@H:9]([CH2:29][NH:30][CH3:31])[CH2:10][CH2:11][N:12]2[CH2:17][CH2:16][C:15]([C:24]([N:26]([CH3:28])[CH3:27])=[O:25])([N:18]3[CH2:23][CH2:22][CH2:21][CH2:20][CH2:19]3)[CH2:14][CH2:13]2)[CH:5]=[CH:6][C:7]=1[Cl:8].[C:32]([O:35][C:36]1[CH:44]=[CH:43][C:39]([C:40](Cl)=[O:41])=[CH:38][CH:37]=1)(=[O:34])[CH3:33]. Product: [C:32]([O:35][C:36]1[CH:44]=[CH:43][C:39]([C:40]([N:30]([CH2:29][C@H:9]([C:4]2[CH:5]=[CH:6][C:7]([Cl:8])=[C:2]([Cl:1])[CH:3]=2)[CH2:10][CH2:11][N:12]2[CH2:13][CH2:14][C:15]([C:24]([N:26]([CH3:28])[CH3:27])=[O:25])([N:18]3[CH2:19][CH2:20][CH2:21][CH2:22][CH2:23]3)[CH2:16][CH2:17]2)[CH3:31])=[O:41])=[CH:38][CH:37]=1)(=[O:34])[CH3:33]. The catalyst class is: 347. (2) Reactant: [CH3:1][C:2]1[C:3]([S:11][C:12]2[NH:13][C:14]3[CH:19]=[CH:18][N:17]=[C:16]([NH2:20])[C:15]=3[N:21]=2)=[CH:4][C:5]2[O:9][CH2:8][O:7][C:6]=2[CH:10]=1.Br[CH2:23][CH2:24][N:25]1[C:33](=[O:34])[C:32]2[C:27](=[CH:28][CH:29]=[CH:30][CH:31]=2)[C:26]1=[O:35].C([O-])([O-])=O.[Cs+].[Cs+]. Product: [NH2:20][C:16]1[C:15]2[N:21]=[C:12]([S:11][C:3]3[C:2]([CH3:1])=[CH:10][C:6]4[O:7][CH2:8][O:9][C:5]=4[CH:4]=3)[N:13]([CH2:23][CH2:24][N:25]3[C:26](=[O:35])[C:27]4[C:32](=[CH:31][CH:30]=[CH:29][CH:28]=4)[C:33]3=[O:34])[C:14]=2[CH:19]=[CH:18][N:17]=1. The catalyst class is: 3. (3) Reactant: [F:1][C:2]1[CH:27]=[C:26]([NH:28][C:29]([NH:31]C(=O)CC2C=CC=CC=2)=[S:30])[CH:25]=[CH:24][C:3]=1[O:4][C:5]1[C:14]2[C:9](=[CH:10][C:11]([O:22][CH3:23])=[C:12]([C:15]([O:17]C(C)(C)C)=[O:16])[CH:13]=2)[N:8]=[CH:7][CH:6]=1.NC1C=CC(OC2C3C(=CC(OC)=C(C(O)=O)C=3)N=CC=2)=C([F:64])C=1.F[CH:66]([C:73]1[C:78]([F:79])=[CH:77][CH:76]=[CH:75][CH:74]=1)[C:67](SN=C=O)=[O:68].CN(C)C(=O)C. Product: [F:79][C:78]1[CH:77]=[CH:76][CH:75]=[C:74]([F:64])[C:73]=1[CH2:66][C:67]([NH:31][C:29](=[S:30])[NH:28][C:26]1[CH:25]=[CH:24][C:3]([O:4][C:5]2[C:14]3[C:9](=[CH:10][C:11]([O:22][CH3:23])=[C:12]([C:15]([OH:17])=[O:16])[CH:13]=3)[N:8]=[CH:7][CH:6]=2)=[C:2]([F:1])[CH:27]=1)=[O:68]. The catalyst class is: 548. (4) Reactant: [CH:1]([C:3]1[CH:12]=[C:11]2[C:6]([CH:7]=[C:8]([OH:16])[C:9]([C:13]([OH:15])=[O:14])=[CH:10]2)=[CH:5][CH:4]=1)=O.[C:17](O)(=O)[CH3:18].[NH2:21][C:22]1[CH:27]=[CH:26][CH:25]=[CH:24][CH:23]=1.[C:28]([BH3-])#N.[Na+].Cl. Product: [OH:16][C:8]1[C:9]([C:13]([OH:15])=[O:14])=[CH:10][C:11]2[C:6]([CH:7]=1)=[CH:5][CH:4]=[C:3]([CH2:1][NH:21][C:22]1[CH:27]=[CH:26][C:25]([CH:17]([CH3:18])[CH3:28])=[CH:24][CH:23]=1)[CH:12]=2. The catalyst class is: 5. (5) Reactant: [CH:1]1([NH:4][C:5]([C@H:7]2[CH2:12][CH2:11][N:10]([C:13]([O:15][C:16]([CH3:19])([CH3:18])[CH3:17])=[O:14])[CH2:9][C@H:8]2[C:20]2[CH:25]=[CH:24][C:23]([F:26])=[CH:22][CH:21]=2)=[O:6])[CH2:3][CH2:2]1.[H-].[Na+].[F:29][C:30]([F:44])([F:43])[C:31]1[CH:32]=[C:33]([CH:36]=[C:37]([C:39]([F:42])([F:41])[F:40])[CH:38]=1)[CH2:34]Br.O. Product: [F:29][C:30]([F:43])([F:44])[C:31]1[CH:32]=[C:33]([CH:36]=[C:37]([C:39]([F:42])([F:40])[F:41])[CH:38]=1)[CH2:34][N:4]([CH:1]1[CH2:3][CH2:2]1)[C:5]([C@H:7]1[CH2:12][CH2:11][N:10]([C:13]([O:15][C:16]([CH3:19])([CH3:17])[CH3:18])=[O:14])[CH2:9][C@H:8]1[C:20]1[CH:25]=[CH:24][C:23]([F:26])=[CH:22][CH:21]=1)=[O:6]. The catalyst class is: 198. (6) Reactant: [CH3:1][S:2](Cl)(=[O:4])=[O:3].[CH3:6][S:7]([C:10]1[CH:15]=[CH:14][C:13]([C:16]2[CH:21]=[CH:20][C:19]([C:22]3[O:23][C:24]([CH3:31])=[C:25]([CH2:27][CH2:28][CH2:29][OH:30])[N:26]=3)=[CH:18][CH:17]=2)=[CH:12][CH:11]=1)(=[O:9])=[O:8].C(N(CC)CC)C. Product: [CH3:6][S:7]([C:10]1[CH:11]=[CH:12][C:13]([C:16]2[CH:21]=[CH:20][C:19]([C:22]3[O:23][C:24]([CH3:31])=[C:25]([CH2:27][CH2:28][CH2:29][O:30][S:2]([CH3:1])(=[O:4])=[O:3])[N:26]=3)=[CH:18][CH:17]=2)=[CH:14][CH:15]=1)(=[O:8])=[O:9]. The catalyst class is: 4. (7) Reactant: [CH2:1]([C:3]1[C:11]2[C:6](=[CH:7][CH:8]=[CH:9][C:10]=2[NH:12][C:13]([C:15]2[N:19]3[CH:20]=[CH:21][CH:22]=[CH:23][C:18]3=[N:17][CH:16]=2)=[O:14])[N:5]([CH2:24][C:25]2[CH:30]=[CH:29][CH:28]=[C:27]([OH:31])[N:26]=2)[N:4]=1)[CH3:2].[F:32][C:33]([F:52])([F:51])[S:34](N(C1C=CC=CC=1)[S:34]([C:33]([F:52])([F:51])[F:32])(=[O:36])=[O:35])(=[O:36])=[O:35].C(N(CC)CC)C. Product: [F:32][C:33]([F:52])([F:51])[S:34]([O:31][C:27]1[CH:28]=[CH:29][CH:30]=[C:25]([CH2:24][N:5]2[C:6]3[C:11](=[C:10]([NH:12][C:13]([C:15]4[N:19]5[CH:20]=[CH:21][CH:22]=[CH:23][C:18]5=[N:17][CH:16]=4)=[O:14])[CH:9]=[CH:8][CH:7]=3)[C:3]([CH2:1][CH3:2])=[N:4]2)[N:26]=1)(=[O:36])=[O:35]. The catalyst class is: 3.